This data is from Reaction yield outcomes from USPTO patents with 853,638 reactions. The task is: Predict the reaction yield, written as a fraction of the theoretical maximum amount of product (1.0 means a 100% yield; for example, 0.34 means a 34% yield). (1) The reactants are [C:1]1([C:7]2[CH:11]=[C:10]([C:12]3[CH:17]=[CH:16][CH:15]=[CH:14][CH:13]=3)[NH:9][N:8]=2)[CH:6]=[CH:5][CH:4]=[CH:3][CH:2]=1.Cl[CH2:19][C:20]1[CH:25]=[CH:24][C:23]([CH2:26][OH:27])=[CH:22][CH:21]=1.C(=O)([O-])[O-].[K+].[K+].Cl. The catalyst is CN(C)C=O. The product is [C:1]1([C:7]2[CH:11]=[C:10]([C:12]3[CH:17]=[CH:16][CH:15]=[CH:14][CH:13]=3)[N:9]([CH2:19][C:20]3[CH:25]=[CH:24][C:23]([CH2:26][OH:27])=[CH:22][CH:21]=3)[N:8]=2)[CH:6]=[CH:5][CH:4]=[CH:3][CH:2]=1. The yield is 0.630. (2) The reactants are FC(F)(F)S(O[C:7]1[CH:16]=[CH:15][C:10]([C:11]([O:13][CH3:14])=[O:12])=[CH:9][C:8]=1[C:17]([O:19][CH3:20])=[O:18])(=O)=O.CN(C=O)C.[F:28][C:29]1[CH:34]=[CH:33][CH:32]=[CH:31][C:30]=1B(O)O.C(=O)([O-])[O-].[K+].[K+]. The catalyst is O.C1C=CC([P]([Pd]([P](C2C=CC=CC=2)(C2C=CC=CC=2)C2C=CC=CC=2)([P](C2C=CC=CC=2)(C2C=CC=CC=2)C2C=CC=CC=2)[P](C2C=CC=CC=2)(C2C=CC=CC=2)C2C=CC=CC=2)(C2C=CC=CC=2)C2C=CC=CC=2)=CC=1. The product is [F:28][C:29]1[CH:34]=[CH:33][CH:32]=[CH:31][C:30]=1[C:7]1[C:8]([C:17]([O:19][CH3:20])=[O:18])=[CH:9][C:10]([C:11]([O:13][CH3:14])=[O:12])=[CH:15][CH:16]=1. The yield is 0.820.